Dataset: Catalyst prediction with 721,799 reactions and 888 catalyst types from USPTO. Task: Predict which catalyst facilitates the given reaction. (1) Reactant: Cl[C:2]1[C:3]2[C:10]([I:11])=[C:9]([C:12]#[C:13][CH3:14])[S:8][C:4]=2[N:5]=[CH:6][N:7]=1.[OH:15][C@H:16]([CH2:22][C:23]1[CH:28]=[CH:27][CH:26]=[CH:25][C:24]=1[O:29][CH3:30])[C:17]([O:19][CH2:20][CH3:21])=[O:18].C([O-])([O-])=O.[Cs+].[Cs+].C(O)(C)(C)C. Product: [I:11][C:10]1[C:3]2[C:2]([O:15][C@H:16]([CH2:22][C:23]3[CH:28]=[CH:27][CH:26]=[CH:25][C:24]=3[O:29][CH3:30])[C:17]([O:19][CH2:20][CH3:21])=[O:18])=[N:7][CH:6]=[N:5][C:4]=2[S:8][C:9]=1[C:12]#[C:13][CH3:14]. The catalyst class is: 170. (2) Reactant: [Cl:1][C:2]1[CH:3]=[C:4]2[C:13](=[CH:14][CH:15]=1)[C:12](Cl)=[C:11]1[C:6]([CH:7]=[CH:8][C:9]([O:17][CH3:18])=[CH:10]1)=[N:5]2.C1(O)C=CC=CC=1.[CH2:26]([N:28]1[CH2:33][CH2:32][CH:31]([NH2:34])[CH2:30][CH2:29]1)[CH3:27]. Product: [Cl:1][C:2]1[CH:3]=[C:4]2[C:13](=[CH:14][CH:15]=1)[C:12]([NH:34][CH:31]1[CH2:32][CH2:33][N:28]([CH2:26][CH3:27])[CH2:29][CH2:30]1)=[C:11]1[C:6]([CH:7]=[CH:8][C:9]([O:17][CH3:18])=[CH:10]1)=[N:5]2. The catalyst class is: 4. (3) Reactant: [NH2:1][C:2]1[O:3][C:4]2[CH:10]=[CH:9][C:8]([Cl:11])=[CH:7][C:5]=2[N:6]=1.N1C=CC=CC=1.Cl[C:19]([O:21][CH2:22][C:23]([Cl:26])([Cl:25])[Cl:24])=[O:20].O. Product: [Cl:11][C:8]1[CH:9]=[CH:10][C:4]2[O:3][C:2]([NH:1][C:19](=[O:20])[O:21][CH2:22][C:23]([Cl:26])([Cl:25])[Cl:24])=[N:6][C:5]=2[CH:7]=1. The catalyst class is: 7. (4) Reactant: [NH2:1][C:2]1[CH:17]=[C:16]([O:18][CH3:19])[C:15]([O:20][CH3:21])=[CH:14][C:3]=1[C:4]([NH:6][C:7]1[CH:12]=[CH:11][CH:10]=[CH:9][C:8]=1[Cl:13])=[O:5].[Cl:22][CH2:23][C:24](Cl)=O. Product: [Cl:22][CH2:23][C:24]1[N:6]([C:7]2[CH:12]=[CH:11][CH:10]=[CH:9][C:8]=2[Cl:13])[C:4](=[O:5])[C:3]2[C:2](=[CH:17][C:16]([O:18][CH3:19])=[C:15]([O:20][CH3:21])[CH:14]=2)[N:1]=1. The catalyst class is: 15.